Dataset: Full USPTO retrosynthesis dataset with 1.9M reactions from patents (1976-2016). Task: Predict the reactants needed to synthesize the given product. (1) Given the product [CH2:1]([O:5][CH2:6][CH2:7][O:8][C:9]1[CH:10]=[CH:11][C:12]([C:15]2[CH:16]=[C:17]3[C:22]4=[C:23]([CH:25]=[C:26]([C:30]([OH:32])=[O:31])[CH2:27][CH2:28][CH2:29][N:21]4[CH2:20][CH2:19][CH2:18]3)[CH:24]=2)=[CH:13][CH:14]=1)[CH2:2][CH2:3][CH3:4], predict the reactants needed to synthesize it. The reactants are: [CH2:1]([O:5][CH2:6][CH2:7][O:8][C:9]1[CH:14]=[CH:13][C:12]([C:15]2[CH:16]=[C:17]3[C:22]4=[C:23]([CH:25]=[C:26]([C:30]([O:32]CC)=[O:31])[CH2:27][CH2:28][CH2:29][N:21]4[CH2:20][CH2:19][CH2:18]3)[CH:24]=2)=[CH:11][CH:10]=1)[CH2:2][CH2:3][CH3:4].[OH-].[Na+].Cl. (2) Given the product [NH2:1][C:2]1[CH:3]=[C:4]([C:9]2[C:17]3[C:16]([NH:18][C@H:19]([C:21]4[N:26]([C:27]5[CH:32]=[CH:31][CH:30]=[CH:29][CH:28]=5)[C:25](=[O:33])[C:24]5=[C:34]([CH3:37])[CH:35]=[CH:36][N:23]5[N:22]=4)[CH3:20])=[N:15][CH:14]=[N:13][C:12]=3[NH:11][CH:10]=2)[CH:5]=[C:6]([OH:8])[CH:7]=1, predict the reactants needed to synthesize it. The reactants are: [NH2:1][C:2]1[CH:3]=[C:4]([C:9]2[C:17]3[C:16]([NH:18][C@H:19]([C:21]4[N:26]([C:27]5[CH:32]=[CH:31][CH:30]=[CH:29][CH:28]=5)[C:25](=[O:33])[C:24]5=[C:34]([CH3:37])[CH:35]=[CH:36][N:23]5[N:22]=4)[CH3:20])=[N:15][CH:14]=[N:13][C:12]=3[N:11](COCC[Si](C)(C)C)[CH:10]=2)[CH:5]=[C:6]([OH:8])[CH:7]=1.FC(F)(F)C(O)=O.N. (3) The reactants are: [O:1]1[CH2:3][CH:2]1[C:4]([OH:6])=O.O1CCCC1.C(Cl)(=O)C(Cl)=O.Cl.[NH2:19][C:20]1[N:21]=[C:22]2[CH:27]=[CH:26][C:25]([O:28][C:29]3[CH:30]=[CH:31][C:32]([CH3:45])=[C:33]([NH:35][C:36]([C:38]4[N:42]([CH3:43])[N:41]=[C:40]([CH3:44])[CH:39]=4)=[O:37])[CH:34]=3)=[N:24][N:23]2[CH:46]=1. Given the product [CH3:43][N:42]1[C:38]([C:36]([NH:35][C:33]2[CH:34]=[C:29]([O:28][C:25]3[CH:26]=[CH:27][C:22]4[N:23]([CH:46]=[C:20]([NH:19][C:4]([CH:2]5[CH2:3][O:1]5)=[O:6])[N:21]=4)[N:24]=3)[CH:30]=[CH:31][C:32]=2[CH3:45])=[O:37])=[CH:39][C:40]([CH3:44])=[N:41]1, predict the reactants needed to synthesize it. (4) Given the product [Cl:17][C:10]1[CH:9]=[C:8]([C:18](=[O:20])[CH3:19])[C:7]([N:27]2[CH2:28][CH2:29][CH2:30][CH:25]([O:24][CH3:23])[CH2:26]2)=[C:16]2[C:11]=1[CH:12]=[CH:13][CH:14]=[N:15]2, predict the reactants needed to synthesize it. The reactants are: FC(F)(F)S(O[C:7]1[C:8]([C:18](=[O:20])[CH3:19])=[CH:9][C:10]([Cl:17])=[C:11]2[C:16]=1[N:15]=[CH:14][CH:13]=[CH:12]2)(=O)=O.[CH3:23][O:24][CH:25]1[CH2:30][CH2:29][CH2:28][NH:27][CH2:26]1.C(=O)([O-])[O-].[Cs+].[Cs+]. (5) Given the product [OH:6][CH:5]([CH2:4][OH:3])[CH2:7][O:8][NH:9][C:10](=[O:28])[C:11]1[CH:16]=[CH:15][C:14]([F:17])=[C:13]([F:18])[C:12]=1[NH:19][C:20]1[CH:25]=[CH:24][C:23]([I:26])=[CH:22][C:21]=1[F:27], predict the reactants needed to synthesize it. The reactants are: CC1(C)[O:6][CH:5]([CH2:7][O:8][NH:9][C:10](=[O:28])[C:11]2[CH:16]=[CH:15][C:14]([F:17])=[C:13]([F:18])[C:12]=2[NH:19][C:20]2[CH:25]=[CH:24][C:23]([I:26])=[CH:22][C:21]=2[F:27])[CH2:4][O:3]1.C1(C)C=CC(S(O)(=O)=O)=CC=1. (6) Given the product [C:12]1([CH3:22])[CH:17]=[CH:16][C:15]([S:18]([O:6][C:5]2[CH:4]=[C:3]([CH:11]=[CH:10][C:7]=2[O:8][CH3:9])[CH:2]=[O:1])(=[O:20])=[O:19])=[CH:14][CH:13]=1, predict the reactants needed to synthesize it. The reactants are: [O:1]=[CH:2][C:3]1[CH:11]=[CH:10][C:7]([O:8][CH3:9])=[C:5]([OH:6])[CH:4]=1.[C:12]1([CH3:22])[CH:17]=[CH:16][C:15]([S:18](Cl)(=[O:20])=[O:19])=[CH:14][CH:13]=1.N1C=CC=CC=1. (7) Given the product [CH2:1]([O:3][C:4]([C:6]1[N:7]([CH3:20])[CH:8]=[C:9]([C:18]#[N:19])[C:10]=1[C:11]1[CH:16]=[CH:15][C:14]([O:17][C:22]2[CH:27]=[CH:26][CH:25]=[CH:24][C:23]=2[N+:28]([O-:30])=[O:29])=[CH:13][CH:12]=1)=[O:5])[CH3:2], predict the reactants needed to synthesize it. The reactants are: [CH2:1]([O:3][C:4]([C:6]1[N:7]([CH3:20])[CH:8]=[C:9]([C:18]#[N:19])[C:10]=1[C:11]1[CH:16]=[CH:15][C:14]([OH:17])=[CH:13][CH:12]=1)=[O:5])[CH3:2].F[C:22]1[CH:27]=[CH:26][CH:25]=[CH:24][C:23]=1[N+:28]([O-:30])=[O:29].C1OCCOCCOCCOCCOCCOC1.O. (8) Given the product [CH3:1][O:2][C:3]1[CH:4]=[C:5]([NH:11][C:12]2[C:13]3[N:29]=[CH:28][S:27][C:14]=3[N:15]=[C:16]([N:18]3[CH2:23][CH2:22][CH2:21][CH:20]([C:24]([NH:30][C:31]4[CH:32]=[C:33]5[C:37](=[CH:38][CH:39]=4)[C:36](=[O:40])[NH:35][C:34]5=[O:41])=[O:25])[CH2:19]3)[N:17]=2)[CH:6]=[CH:7][C:8]=1[O:9][CH3:10], predict the reactants needed to synthesize it. The reactants are: [CH3:1][O:2][C:3]1[CH:4]=[C:5]([NH:11][C:12]2[C:13]3[N:29]=[CH:28][S:27][C:14]=3[N:15]=[C:16]([N:18]3[CH2:23][CH2:22][CH2:21][CH:20]([C:24](O)=[O:25])[CH2:19]3)[N:17]=2)[CH:6]=[CH:7][C:8]=1[O:9][CH3:10].[NH2:30][C:31]1[CH:32]=[C:33]2[C:37](=[CH:38][CH:39]=1)[C:36](=[O:40])[NH:35][C:34]2=[O:41].O=P(Cl)(Cl)Cl.C([O-])(O)=O.[Na+]. (9) Given the product [CH3:33][C:32]1[NH:31][C:30]([C:34]2[CH:39]=[CH:38][CH:37]=[CH:36][C:35]=2[O:40][C:41]2[CH:46]=[CH:45][CH:44]=[CH:43][CH:42]=2)=[C:28]2[CH2:23][CH2:24][NH:25][C:26](=[O:47])[C:27]=12, predict the reactants needed to synthesize it. The reactants are: O(C1C=CC=CC=1B(O)O)C1C=CC=CC=1.C(=O)([O-])[O-].[Na+].[Na+].[CH3:23][C:24]1[NH:25][C:26](=[O:47])[C:27]2[C:28](=[C:30]([C:34]3[CH:39]=[CH:38][CH:37]=[CH:36][C:35]=3[O:40][C:41]3[CH:46]=[CH:45][CH:44]=[CH:43][CH:42]=3)[NH:31][C:32]=2[CH3:33])N=1.[Cl-].[Na+].